The task is: Predict which catalyst facilitates the given reaction.. This data is from Catalyst prediction with 721,799 reactions and 888 catalyst types from USPTO. (1) Reactant: [CH3:1][N:2]1[C:10]2[C:5](=[CH:6][C:7](B(O)O)=[CH:8][CH:9]=2)[CH:4]=[N:3]1.Br[C:15]1[C:20]([CH3:21])=[CH:19][CH:18]=[C:17]([Cl:22])[N:16]=1.O.C(=O)([O-])[O-].[K+].[K+]. Product: [Cl:22][C:17]1[N:16]=[C:15]([C:7]2[CH:6]=[C:5]3[C:10](=[CH:9][CH:8]=2)[N:2]([CH3:1])[N:3]=[CH:4]3)[C:20]([CH3:21])=[CH:19][CH:18]=1. The catalyst class is: 77. (2) Reactant: [F:1][C:2]1[CH:3]=[C:4]([O:20][CH3:21])[CH:5]=[C:6]2[C:11]=1[N:10]=[CH:9][CH:8]=[C:7]2OS(C(F)(F)F)(=O)=O.[CH:22]([O:24][CH2:25][CH2:26][CH2:27][CH3:28])=[CH2:23].C(N(CC)CC)C.C1(P(C2C=CC=CC=2)CCCP(C2C=CC=CC=2)C2C=CC=CC=2)C=CC=CC=1. Product: [CH2:25]([O:24][C:22]([C:7]1[C:6]2[C:11](=[C:2]([F:1])[CH:3]=[C:4]([O:20][CH3:21])[CH:5]=2)[N:10]=[CH:9][CH:8]=1)=[CH2:23])[CH2:26][CH2:27][CH3:28]. The catalyst class is: 416. (3) Reactant: C([O:5][C:6](=[O:15])[CH2:7][NH:8][C:9](=[O:14])[CH2:10][CH2:11][CH2:12][CH3:13])(C)(C)C. Product: [C:9]([NH:8][CH2:7][C:6]([OH:15])=[O:5])(=[O:14])[CH2:10][CH2:11][CH2:12][CH3:13]. The catalyst class is: 330.